From a dataset of Experimentally validated miRNA-target interactions with 360,000+ pairs, plus equal number of negative samples. Binary Classification. Given a miRNA mature sequence and a target amino acid sequence, predict their likelihood of interaction. (1) The miRNA is hsa-miR-2681-3p with sequence UAUCAUGGAGUUGGUAAAGCAC. The protein sequence of the target gene is MFRRARLSVKPNVRPGVGARGSTASNPQRGRESPRPPDPATDSASKPAEPTDVPTVDFGGAEPQEKAPRSSTEKTGGDNDVEESSRSSSTVSQRRKRISSTSSLVKSSVSVPSESHPLSTINQEAPQPTATSTKEKQPCSDRYRIYKAQKLREMLKEELRKEKKQWKNKYAINESQRPPDRSKMTMRDFIYYLPDNNPMTSSLEQEKKTEKPSTPVQTREQEGKSTPNAEDNEMEEETDDGPLLVPRVKVAEDGSIILDEESLTVEVLRTKGPCVVEENDPIFERGSTTTYSSFRKNYYS.... Result: 1 (interaction). (2) Result: 1 (interaction). The protein sequence of the target gene is MPEMTENETPTKKQHRKKNRETHNAVERHRKKKINAGINRIGELIPCSPALKQSKNMILDQAFKYITELKRQNDELLLNGGNNEQAEEIKKLRKQLEEIQKENGRYIELLKANDICLYDDPTIHWKGNLKNSKVSVVIPSDQVQKKIIVYSNGNQPGGNSQGTAVQGITFNVSHNLQKQTANVVPVQRTCNLVTPVSISGVYPSENKPWHQTTVPALATNQPVPLCLPAAISAQSILELPTSESESNVLGATSGSLIAVSIESEPHQHHSLHTCLNDQNSSENKNGQENPKVLKKMTPCV.... The miRNA is hsa-miR-185-5p with sequence UGGAGAGAAAGGCAGUUCCUGA.